This data is from Reaction yield outcomes from USPTO patents with 853,638 reactions. The task is: Predict the reaction yield, written as a fraction of the theoretical maximum amount of product (1.0 means a 100% yield; for example, 0.34 means a 34% yield). (1) The reactants are [Cl:1][CH:2]([Cl:12])[C:3]1[CH:8]=[CH:7][C:6](C(Cl)Cl)=[CH:5][CH:4]=1.CC1C=CC(C=O)=CC=1.P(Cl)(Cl)(Cl)(Cl)Cl. No catalyst specified. The product is [Cl:1][CH:2]([Cl:12])[C:3]1[CH:8]=[CH:7][CH:6]=[CH:5][CH:4]=1. The yield is 0.965. (2) The reactants are [CH:1]1([C:6]([C:8]2[CH:13]=[C:12]([CH3:14])[CH:11]=[CH:10][C:9]=2[NH:15][C:16](=[O:30])[NH:17][C:18]2[S:19][CH:20]=[C:21]([CH2:23][CH2:24]OS(C)(=O)=O)[N:22]=2)=[O:7])[CH2:5][CH2:4][CH2:3][CH2:2]1.[CH3:31][N:32]1[CH:36]=[CH:35][N:34]=[C:33]1[SH:37]. No catalyst specified. The product is [CH:1]1([C:6]([C:8]2[CH:13]=[C:12]([CH3:14])[CH:11]=[CH:10][C:9]=2[NH:15][C:16]([NH:17][C:18]2[S:19][CH:20]=[C:21]([CH2:23][CH2:24][S:37][C:33]3[N:32]([CH3:31])[CH:36]=[CH:35][N:34]=3)[N:22]=2)=[O:30])=[O:7])[CH2:2][CH2:3][CH2:4][CH2:5]1. The yield is 0.430. (3) The reactants are Cl[C:2]1[CH:3]=[CH:4][N:5]2[C:10]([C:11]=1[CH3:12])=[C:9]([CH:13]1[CH2:15][CH2:14]1)[CH:8]=[C:7]([C:16]([O:18][CH3:19])=[O:17])[C:6]2=[O:20].[C:21]([C:23]1[CH:28]=[CH:27][C:26](B(O)O)=[CH:25][CH:24]=1)#[N:22]. No catalyst specified. The product is [C:21]([C:23]1[CH:28]=[CH:27][C:26]([C:2]2[CH:3]=[CH:4][N:5]3[C:10]([C:11]=2[CH3:12])=[C:9]([CH:13]2[CH2:15][CH2:14]2)[CH:8]=[C:7]([C:16]([O:18][CH3:19])=[O:17])[C:6]3=[O:20])=[CH:25][CH:24]=1)#[N:22]. The yield is 0.940. (4) The reactants are [N:1]1([C:7]([O:9][C:10]([CH3:13])([CH3:12])[CH3:11])=[O:8])[CH2:6][CH2:5][NH:4][CH2:3][CH2:2]1.[CH2:14]=O.[CH3:16][CH:17]([CH3:20])[CH:18]=[O:19]. The catalyst is CC(O)=O. The product is [CH3:16][C:17]([CH3:14])([CH:18]=[O:19])[CH2:20][N:4]1[CH2:5][CH2:6][N:1]([C:7]([O:9][C:10]([CH3:13])([CH3:12])[CH3:11])=[O:8])[CH2:2][CH2:3]1. The yield is 0.860. (5) The reactants are [CH2:1]([O:3][C:4]1[CH:5]=[C:6]([NH:12][C:13]2[CH:21]=[CH:20][CH:19]=[C:15]([C:16]([OH:18])=O)[C:14]=2[C:22]([OH:24])=O)[CH:7]=[CH:8][C:9]=1[O:10][CH3:11])[CH3:2].Cl.[NH2:26][CH:27]1[CH2:33][CH2:32][C:31](=[O:34])[NH:30][C:28]1=[O:29]. The catalyst is N1C=CC=CC=1. The product is [O:29]=[C:28]1[CH:27]([N:26]2[C:22](=[O:24])[C:14]3[C:15](=[CH:19][CH:20]=[CH:21][C:13]=3[NH:12][C:6]3[CH:7]=[CH:8][C:9]([O:10][CH3:11])=[C:4]([O:3][CH2:1][CH3:2])[CH:5]=3)[C:16]2=[O:18])[CH2:33][CH2:32][C:31](=[O:34])[NH:30]1. The yield is 0.670. (6) The yield is 0.0800. The product is [Cl:3][C:4]1[N:5]([C:16]2[CH:23]=[CH:22][CH:21]=[CH:20][C:17]=2[C:18]#[N:19])[C:6]2[C:11]([C:12]=1[CH:13]=[O:14])=[CH:10][CH:9]=[CH:8][CH:7]=2. The catalyst is CN1CCCC1=O.[NH4+].[Cl-]. The reactants are [H-].[Na+].[Cl:3][C:4]1[NH:5][C:6]2[C:11]([C:12]=1[CH:13]=[O:14])=[CH:10][CH:9]=[CH:8][CH:7]=2.F[C:16]1[CH:23]=[CH:22][CH:21]=[CH:20][C:17]=1[C:18]#[N:19]. (7) The reactants are P(Cl)(Cl)(Cl)=O.[CH3:6][O:7][C:8]1[CH:13]=[CH:12][C:11]([C:14]2[CH:15]=[C:16]3[C:20](=[CH:21][C:22]=2[C:23]#[N:24])[NH:19][CH:18]=[CH:17]3)=[CH:10][CH:9]=1.CN([CH:28]=[O:29])C. No catalyst specified. The product is [CH:28]([C:17]1[C:16]2[C:20](=[CH:21][C:22]([C:23]#[N:24])=[C:14]([C:11]3[CH:10]=[CH:9][C:8]([O:7][CH3:6])=[CH:13][CH:12]=3)[CH:15]=2)[NH:19][CH:18]=1)=[O:29]. The yield is 0.510.